The task is: Predict the reaction yield, written as a fraction of the theoretical maximum amount of product (1.0 means a 100% yield; for example, 0.34 means a 34% yield).. This data is from Reaction yield outcomes from USPTO patents with 853,638 reactions. The yield is 0.700. The catalyst is C1COCC1. The product is [Br:1][C:2]1[N:3]=[C:4]([C:15](=[O:17])[CH2:27][C:26]([O:29][CH2:30][CH3:31])=[O:28])[N:5]([NH:7][C:8]([O:10][C:11]([CH3:12])([CH3:13])[CH3:14])=[O:9])[CH:6]=1. The reactants are [Br:1][C:2]1[N:3]=[C:4]([C:15]([O:17]CC)=O)[N:5]([NH:7][C:8]([O:10][C:11]([CH3:14])([CH3:13])[CH3:12])=[O:9])[CH:6]=1.CC(C)([O-])C.[K+].[C:26]([O:29][CH2:30][CH3:31])(=[O:28])[CH3:27].